Dataset: Catalyst prediction with 721,799 reactions and 888 catalyst types from USPTO. Task: Predict which catalyst facilitates the given reaction. (1) Reactant: CN(C)C=O.Cl[CH2:7][CH2:8][O:9][C:10]1[CH:19]=[C:18]2[C:13]([C:14]([O:20][C:21]3[C:22]([CH3:31])=[N:23][C:24]4[C:29]([CH:30]=3)=[CH:28][CH:27]=[CH:26][CH:25]=4)=[CH:15][CH:16]=[N:17]2)=[CH:12][C:11]=1[O:32][CH3:33].C(=O)([O-])[O-].[K+].[K+].[NH:40]1[CH2:45][CH2:44][CH2:43][CH:42]([C:46]([NH2:48])=[O:47])[CH2:41]1. Product: [CH3:33][O:32][C:11]1[CH:12]=[C:13]2[C:18](=[CH:19][C:10]=1[O:9][CH2:8][CH2:7][N:40]1[CH2:45][CH2:44][CH2:43][CH:42]([C:46]([NH2:48])=[O:47])[CH2:41]1)[N:17]=[CH:16][CH:15]=[C:14]2[O:20][C:21]1[C:22]([CH3:31])=[N:23][C:24]2[C:29]([CH:30]=1)=[CH:28][CH:27]=[CH:26][CH:25]=2. The catalyst class is: 6. (2) Reactant: C([O:3][C:4]([C:6]1[C:7]([CH3:19])=[N:8][C:9]([C:12]2[CH:17]=[CH:16][CH:15]=[C:14]([F:18])[CH:13]=2)=[N:10][CH:11]=1)=[O:5])C.[OH-].[Na+].C1COCC1.CO. Product: [F:18][C:14]1[CH:13]=[C:12]([C:9]2[N:8]=[C:7]([CH3:19])[C:6]([C:4]([OH:5])=[O:3])=[CH:11][N:10]=2)[CH:17]=[CH:16][CH:15]=1. The catalyst class is: 6. (3) Reactant: Cl.Cl.[NH:3]1[CH2:8][CH2:7][CH2:6][C@H:5]([NH:9][C:10]2[CH:11]=[C:12]3[C:16](=[CH:17][CH:18]=2)[NH:15][N:14]=[CH:13]3)[CH2:4]1.[CH:19]([C:21]1[CH:22]=[C:23]([CH:31]=[CH:32][CH:33]=1)[O:24][CH2:25][CH2:26][NH:27][C:28](=[O:30])[CH3:29])=O.C(O[BH-](OC(=O)C)OC(=O)C)(=O)C.[Na+]. Product: [NH:15]1[C:16]2[C:12](=[CH:11][C:10]([NH:9][C@H:5]3[CH2:6][CH2:7][CH2:8][N:3]([CH2:19][C:21]4[CH:22]=[C:23]([CH:31]=[CH:32][CH:33]=4)[O:24][CH2:25][CH2:26][NH:27][C:28](=[O:30])[CH3:29])[CH2:4]3)=[CH:18][CH:17]=2)[CH:13]=[N:14]1. The catalyst class is: 1. (4) Reactant: Br[C:2]1[C:7]([N+:8]([O-:10])=[O:9])=[CH:6][C:5]([Br:11])=[CH:4][N:3]=1.[CH2:12]([O:14][C:15]1[CH:20]=[CH:19][C:18]([CH2:21][NH2:22])=[CH:17][CH:16]=1)[CH3:13].C(N(CC)CC)C. Product: [Br:11][C:5]1[CH:6]=[C:7]([N+:8]([O-:10])=[O:9])[C:2]([NH:22][CH2:21][C:18]2[CH:19]=[CH:20][C:15]([O:14][CH2:12][CH3:13])=[CH:16][CH:17]=2)=[N:3][CH:4]=1. The catalyst class is: 8. (5) Reactant: [C:1]([NH:3][C:4]([NH:6][CH2:7][C:8]1[C:13]([O:14][CH3:15])=[CH:12][CH:11]=[CH:10][C:9]=1[O:16][CH3:17])=[NH:5])#[N:2].[OH:18][CH2:19][C:20](=O)[CH3:21].Cl. Product: [C:13]([OH:14])(=[O:18])[CH3:8].[CH3:17][O:16][C:9]1[CH:10]=[CH:11][CH:12]=[C:13]([O:14][CH3:15])[C:8]=1[CH2:7][NH:6][C:4]([NH:3][C:1]1[O:18][CH:19]=[C:20]([CH3:21])[N:2]=1)=[NH:5]. The catalyst class is: 24. (6) Reactant: [C:1]([O:5][CH2:6][CH3:7])(=[O:4])[CH2:2][OH:3].[S:8](Cl)([C:11]1[CH:17]=[CH:16][C:14]([CH3:15])=[CH:13][CH:12]=1)(=[O:10])=[O:9].C(N(CC)CC)C.O. Product: [S:8]([O:3][CH2:2][C:1]([O:5][CH2:6][CH3:7])=[O:4])([C:11]1[CH:17]=[CH:16][C:14]([CH3:15])=[CH:13][CH:12]=1)(=[O:10])=[O:9]. The catalyst class is: 27.